This data is from Full USPTO retrosynthesis dataset with 1.9M reactions from patents (1976-2016). The task is: Predict the reactants needed to synthesize the given product. (1) Given the product [CH:1]1([NH:7][C:8]([O:10][CH2:11][C:12]2[N:16]3[C:17](=[O:33])[N:18]([CH:20]4[CH2:21][CH2:22][N:23]([C:26]([O:28][C:29]([CH3:31])([CH3:30])[CH3:32])=[O:27])[CH2:24][CH2:25]4)[CH2:19][C:15]3=[CH:14][N:13]=2)=[O:9])[CH2:6][CH2:5][CH2:4][CH2:3][CH2:2]1, predict the reactants needed to synthesize it. The reactants are: [CH:1]1([N:7]=[C:8]=[O:9])[CH2:6][CH2:5][CH2:4][CH2:3][CH2:2]1.[OH:10][CH2:11][C:12]1[N:16]2[C:17](=[O:33])[N:18]([CH:20]3[CH2:25][CH2:24][N:23]([C:26]([O:28][C:29]([CH3:32])([CH3:31])[CH3:30])=[O:27])[CH2:22][CH2:21]3)[CH2:19][C:15]2=[CH:14][N:13]=1.ClCCl. (2) Given the product [CH:14]1[C:15]2[CH2:16][C:17]3[C:22](=[CH:21][CH:20]=[CH:19][CH:18]=3)[C:23]=2[CH:24]=[CH:25][C:13]=1[NH:12][C:2]1[CH:3]=[C:4]([OH:11])[CH:5]=[CH:6][C:7]=1[N+:8]([O-:10])=[O:9], predict the reactants needed to synthesize it. The reactants are: F[C:2]1[CH:3]=[C:4]([OH:11])[CH:5]=[CH:6][C:7]=1[N+:8]([O-:10])=[O:9].[NH2:12][C:13]1[CH:25]=[CH:24][C:23]2[C:22]3[C:17](=[CH:18][CH:19]=[CH:20][CH:21]=3)[CH2:16][C:15]=2[CH:14]=1. (3) Given the product [C:1]([C:5]1[CH:6]=[C:7]([C:20]([OH:22])=[O:21])[N:8]([CH2:10][C:11]2[C:16]([CH3:17])=[CH:15][C:14]([CH3:18])=[CH:13][C:12]=2[CH3:19])[N:9]=1)([CH3:4])([CH3:2])[CH3:3], predict the reactants needed to synthesize it. The reactants are: [C:1]([C:5]1[CH:6]=[C:7]([C:20]([O:22]CC)=[O:21])[N:8]([CH2:10][C:11]2[C:16]([CH3:17])=[CH:15][C:14]([CH3:18])=[CH:13][C:12]=2[CH3:19])[N:9]=1)([CH3:4])([CH3:3])[CH3:2].[OH-].[Na+].C1COCC1.Cl.